From a dataset of Full USPTO retrosynthesis dataset with 1.9M reactions from patents (1976-2016). Predict the reactants needed to synthesize the given product. (1) Given the product [N:10]1[CH:9]=[CH:8][C:7]([C:5]2[C:4]([C:13]3[CH:30]=[CH:29][C:16]([O:17][CH2:18][C:19]4[CH:28]=[CH:27][C:26]5[C:21](=[CH:22][CH:23]=[CH:24][CH:25]=5)[N:20]=4)=[CH:15][CH:14]=3)=[N:3][N:2]([CH2:1][C@H:34]([OH:36])[CH3:33])[CH:6]=2)=[CH:12][CH:11]=1, predict the reactants needed to synthesize it. The reactants are: [CH3:1][N:2]1[CH:6]=[C:5]([C:7]2[CH:12]=[CH:11][N:10]=[CH:9][CH:8]=2)[C:4]([C:13]2[CH:30]=[CH:29][C:16]([O:17][CH2:18][C:19]3[CH:28]=[CH:27][C:26]4[C:21](=[CH:22][CH:23]=[CH:24][CH:25]=4)[N:20]=3)=[CH:15][CH:14]=2)=[N:3]1.N([CH2:33][C@H:34]([OH:36])C)N. (2) Given the product [NH2:13][C:7]1([C:1]2[CH:2]=[CH:3][CH:4]=[CH:5][CH:6]=2)[CH2:12][CH2:11][CH2:10][N:9]([C:15]([CH3:17])([CH3:14])[C:22]#[N:23])[CH2:8]1, predict the reactants needed to synthesize it. The reactants are: [C:1]1([C:7]2([NH2:13])[CH2:12][CH2:11][CH2:10][NH:9][CH2:8]2)[CH:6]=[CH:5][CH:4]=[CH:3][CH:2]=1.[CH3:14][C:15]([CH3:17])=O.C[Si]([C:22]#[N:23])(C)C.[OH-].[Na+]. (3) Given the product [C:34]([C:32]1[N:33]=[C:28]([CH2:27][CH:17]([C:6]2[CH:5]=[CH:4][C:3]([O:2][CH3:1])=[CH:8][C:7]=2[NH:9][C:10](=[O:16])[O:11][C:12]([CH3:15])([CH3:13])[CH3:14])[C:18]([C:20]2([CH3:23])[CH2:22][CH2:21]2)=[O:19])[CH:29]=[CH:30][CH:31]=1)#[N:35], predict the reactants needed to synthesize it. The reactants are: [CH3:1][O:2][C:3]1[CH:4]=[CH:5][C:6]([CH2:17][C:18]([C:20]2([CH3:23])[CH2:22][CH2:21]2)=[O:19])=[C:7]([NH:9][C:10](=[O:16])[O:11][C:12]([CH3:15])([CH3:14])[CH3:13])[CH:8]=1.[H-].[Na+].Cl[CH2:27][C:28]1[N:33]=[C:32]([C:34]#[N:35])[CH:31]=[CH:30][CH:29]=1.[Cl-].[NH4+]. (4) Given the product [CH3:24][C:23]1[CH:22]=[CH:21][C:4]([O:5][C:6]2[CH:7]=[CH:8][C:9]3[N:10]([CH:12]=[C:13]([NH:15][C:16]([CH:18]4[CH2:20][CH2:19]4)=[O:17])[N:14]=3)[N:11]=2)=[CH:3][C:2]=1[NH:1][C:33](=[O:34])[CH2:32][C:27]1[CH:28]=[CH:29][CH:30]=[CH:31][N:26]=1, predict the reactants needed to synthesize it. The reactants are: [NH2:1][C:2]1[CH:3]=[C:4]([CH:21]=[CH:22][C:23]=1[CH3:24])[O:5][C:6]1[CH:7]=[CH:8][C:9]2[N:10]([CH:12]=[C:13]([NH:15][C:16]([CH:18]3[CH2:20][CH2:19]3)=[O:17])[N:14]=2)[N:11]=1.Cl.[N:26]1[CH:31]=[CH:30][CH:29]=[CH:28][C:27]=1[CH2:32][C:33](O)=[O:34].C(N(CC)CC)C.P(C#N)(OCC)(OCC)=O.C(=O)([O-])O.[Na+]. (5) The reactants are: [OH:1][C:2]([C:5]1[CH:10]=[CH:9][C:8]([C:11]2[N:12]=[C:13]([CH2:33][O:34][CH2:35][CH2:36][NH:37]C(=O)OCC3C4C=CC=CC=4C4C3=CC=CC=4)[N:14]3[C:19]4[CH:20]=[CH:21][N:22](S(C5C=CC(C)=CC=5)(=O)=O)[C:18]=4[N:17]=[CH:16][C:15]=23)=[CH:7][CH:6]=1)([CH3:4])[CH3:3].[OH-].[Na+]. Given the product [NH2:37][CH2:36][CH2:35][O:34][CH2:33][C:13]1[N:14]2[C:19]3[CH:20]=[CH:21][NH:22][C:18]=3[N:17]=[CH:16][C:15]2=[C:11]([C:8]2[CH:7]=[CH:6][C:5]([C:2]([OH:1])([CH3:3])[CH3:4])=[CH:10][CH:9]=2)[N:12]=1, predict the reactants needed to synthesize it. (6) Given the product [CH3:1][N:2]1[CH:5]([C:6]2[CH:11]=[CH:10][CH:9]=[CH:8][CH:7]=2)[C:4]2([CH2:16][CH2:15][CH2:14][NH:13][CH2:12]2)[C:3]1=[O:24], predict the reactants needed to synthesize it. The reactants are: [CH3:1][N:2]1[CH:5]([C:6]2[CH:11]=[CH:10][CH:9]=[CH:8][CH:7]=2)[C:4]2([CH2:16][CH2:15][CH2:14][N:13](C(OC(C)(C)C)=O)[CH2:12]2)[C:3]1=[O:24].C(O)(C(F)(F)F)=O. (7) Given the product [F:1][C:2]1[CH:30]=[CH:29][C:5]2[CH:6]=[C:7]([C:9]3[C:18]([N:19]4[CH2:23][CH2:22][CH2:21][C@@H:20]4[CH3:24])=[N:17][C:16]4[C:11](=[CH:12][CH:13]=[C:14]([C:25]([OH:27])=[O:26])[CH:15]=4)[N:10]=3)[O:8][C:4]=2[CH:3]=1, predict the reactants needed to synthesize it. The reactants are: [F:1][C:2]1[CH:30]=[CH:29][C:5]2[CH:6]=[C:7]([C:9]3[C:18]([N:19]4[CH2:23][CH2:22][CH2:21][C@@H:20]4[CH3:24])=[N:17][C:16]4[C:11](=[CH:12][CH:13]=[C:14]([C:25]([O:27]C)=[O:26])[CH:15]=4)[N:10]=3)[O:8][C:4]=2[CH:3]=1.[OH-].[Na+].